From a dataset of Full USPTO retrosynthesis dataset with 1.9M reactions from patents (1976-2016). Predict the reactants needed to synthesize the given product. (1) Given the product [CH3:3][C:4]1[CH:9]=[C:8]([N:10]2[CH:14]=[N:13][N:12]=[N:11]2)[N:7]=[CH:6][C:5]=1[CH2:15][C:16]([OH:18])=[O:17], predict the reactants needed to synthesize it. The reactants are: [OH-].[Li+].[CH3:3][C:4]1[CH:9]=[C:8]([N:10]2[CH:14]=[N:13][N:12]=[N:11]2)[N:7]=[CH:6][C:5]=1[CH2:15][C:16]([O-:18])=[O:17]. (2) Given the product [I:13][C:12]1[CH:11]=[CH:10][CH:9]=[C:5]2[C:4]=1[NH:3][C:16]([C:15]([F:22])([F:21])[F:14])=[N:8][C:6]2=[O:7], predict the reactants needed to synthesize it. The reactants are: [H-].[Na+].[NH2:3][C:4]1[C:12]([I:13])=[CH:11][CH:10]=[CH:9][C:5]=1[C:6]([NH2:8])=[O:7].[F:14][C:15]([F:22])([F:21])[C:16](OCC)=O.Cl. (3) Given the product [CH2:33]([O:32][C:30](=[O:31])[CH2:29][C:28]([N:4]1[CH2:5][CH2:6][CH2:7][N:1]([C:8]([O:10][CH2:11][C:12]2[CH:17]=[CH:16][CH:15]=[CH:14][CH:13]=2)=[O:9])[CH2:2][CH2:3]1)=[O:39])[CH3:34], predict the reactants needed to synthesize it. The reactants are: [N:1]1([C:8]([O:10][CH2:11][C:12]2[CH:17]=[CH:16][CH:15]=[CH:14][CH:13]=2)=[O:9])[CH2:7][CH2:6][CH2:5][NH:4][CH2:3][CH2:2]1.CCN(C(C)C)C(C)C.Br[CH2:28][CH2:29][C:30]([O:32][CH2:33][CH3:34])=[O:31].CN(C=[O:39])C. (4) The reactants are: [Cl:1][C:2]1[S:3][C:4]([Cl:14])=[C:5]2[S:10](=[O:12])(=[O:11])[N:9]=[CH:8][N:7]([CH3:13])[C:6]=12.[BH4-].[Na+]. Given the product [Cl:1][C:2]1[S:3][C:4]([Cl:14])=[C:5]2[S:10](=[O:12])(=[O:11])[NH:9][CH2:8][N:7]([CH3:13])[C:6]=12, predict the reactants needed to synthesize it. (5) Given the product [CH2:1]([O:8][C:9](=[O:10])[NH:30][CH:34]1[CH2:35][CH2:36][CH2:37][CH2:38][CH:33]1[C:42](=[O:43])[NH:22][CH:23]([C:24]#[N:25])[CH:26]1[CH2:28][CH2:27]1)[C:2]1[CH:3]=[CH:4][CH:5]=[CH:6][CH:7]=1, predict the reactants needed to synthesize it. The reactants are: [CH2:1]([O:8][C:9](C1CCCCC1(N)C(O)=O)=[O:10])[C:2]1[CH:7]=[CH:6][CH:5]=[CH:4][CH:3]=1.Cl.[NH2:22][CH:23]([CH:26]1[CH2:28][CH2:27]1)[C:24]#[N:25].O[N:30]1[C:34]2[CH:35]=[CH:36][CH:37]=[CH:38][C:33]=2N=N1.CN1CC[O:43][CH2:42]C1. (6) Given the product [CH:1]1([N:5]2[CH2:11][CH2:10][CH2:9][N:8]([C:12]([C@@H:14]3[CH2:18][C@H:17]([O:19][C:20]4[CH:21]=[CH:22][C:23]([F:26])=[CH:24][CH:25]=4)[CH2:16][N:15]3[C:34](=[O:36])[CH3:35])=[O:13])[CH2:7][CH2:6]2)[CH2:2][CH2:3][CH2:4]1, predict the reactants needed to synthesize it. The reactants are: [CH:1]1([N:5]2[CH2:11][CH2:10][CH2:9][N:8]([C:12]([C@@H:14]3[CH2:18][C@H:17]([O:19][C:20]4[CH:25]=[CH:24][C:23]([F:26])=[CH:22][CH:21]=4)[CH2:16][NH:15]3)=[O:13])[CH2:7][CH2:6]2)[CH2:4][CH2:3][CH2:2]1.CCN(CC)CC.[C:34](Cl)(=[O:36])[CH3:35].